This data is from Reaction yield outcomes from USPTO patents with 853,638 reactions. The task is: Predict the reaction yield, written as a fraction of the theoretical maximum amount of product (1.0 means a 100% yield; for example, 0.34 means a 34% yield). (1) The reactants are N[C:2]1[CH:10]=[C:9]([N+:11]([O-:13])=[O:12])[CH:8]=[CH:7][C:3]=1[C:4]([OH:6])=[O:5].S(=O)(=O)(O)O.N([O-])=O.[Na+].[I-:23].[K+]. The catalyst is O. The product is [I:23][C:2]1[CH:10]=[C:9]([N+:11]([O-:13])=[O:12])[CH:8]=[CH:7][C:3]=1[C:4]([OH:6])=[O:5]. The yield is 0.830. (2) The reactants are [OH:1][C:2]1[C:6]([CH2:7][C:8]([O:10][CH3:11])=[O:9])=[CH:5][N:4]([CH3:12])[N:3]=1.Cl[CH2:14][C:15]1[O:19][N:18]=[C:17]([O:20][CH2:21][C:22]2[CH:31]=[CH:30][C:29]3[C:24](=[CH:25][CH:26]=[CH:27][CH:28]=3)[N:23]=2)[CH:16]=1.C(=O)([O-])[O-].[K+].[K+].CN(C)C=O. The catalyst is O. The product is [CH3:12][N:4]1[CH:5]=[C:6]([CH2:7][C:8]([O:10][CH3:11])=[O:9])[C:2]([O:1][CH2:14][C:15]2[O:19][N:18]=[C:17]([O:20][CH2:21][C:22]3[CH:31]=[CH:30][C:29]4[C:24](=[CH:25][CH:26]=[CH:27][CH:28]=4)[N:23]=3)[CH:16]=2)=[N:3]1. The yield is 0.950.